From a dataset of Forward reaction prediction with 1.9M reactions from USPTO patents (1976-2016). Predict the product of the given reaction. (1) Given the reactants C(O)(C(F)(F)F)=O.[CH3:8][CH:9]1[CH2:14][CH2:13][N:12]([C:15]([C:17]2[CH:25]=[CH:24][C:23]3[N:22]([S:26]([CH3:29])(=[O:28])=[O:27])[C:21]4[CH2:30][CH2:31][NH:32][CH2:33][C:20]=4[C:19]=3[CH:18]=2)=[O:16])[CH2:11][CH2:10]1.[O:34]1[CH2:39][CH2:38][C:37](=O)[CH2:36][CH2:35]1, predict the reaction product. The product is: [CH3:8][CH:9]1[CH2:10][CH2:11][N:12]([C:15]([C:17]2[CH:25]=[CH:24][C:23]3[N:22]([S:26]([CH3:29])(=[O:27])=[O:28])[C:21]4[CH2:30][CH2:31][N:32]([CH:37]5[CH2:38][CH2:39][O:34][CH2:35][CH2:36]5)[CH2:33][C:20]=4[C:19]=3[CH:18]=2)=[O:16])[CH2:13][CH2:14]1. (2) The product is: [NH2:10][C:11]1[N:12]=[C:13]([C:28]2[CH:29]=[CH:30][CH:31]=[CH:32][CH:33]=2)[C:14]([C:18]2[CH:19]=[CH:20][C:21](=[O:27])[N:22]([CH:24]([CH3:26])[CH3:25])[CH:23]=2)=[N:15][C:16]=1[S:9][C:3]1[CH:8]=[CH:7][CH:6]=[CH:5][CH:4]=1. Given the reactants [H-].[Na+].[C:3]1([SH:9])[CH:8]=[CH:7][CH:6]=[CH:5][CH:4]=1.[NH2:10][C:11]1[N:12]=[C:13]([C:28]2[CH:33]=[CH:32][CH:31]=[CH:30][CH:29]=2)[C:14]([C:18]2[CH:19]=[CH:20][C:21](=[O:27])[N:22]([CH:24]([CH3:26])[CH3:25])[CH:23]=2)=[N:15][C:16]=1Br.CCOC(C)=O, predict the reaction product. (3) Given the reactants ClCCl.Br[C:5]1[CH:10]=[CH:9][N:8]=[C:7]2[CH2:11][N:12]([CH2:15][CH2:16][C:17]3[CH:26]=[CH:25][C:24]4[C:19](=[CH:20][CH:21]=[CH:22][CH:23]=4)[N:18]=3)[C:13](=[O:14])[C:6]=12.[CH3:27][C:28]1[CH:29]=[N:30][CH:31]=[CH:32][C:33]=1B(O)O.C([O-])([O-])=O.[Cs+].[Cs+], predict the reaction product. The product is: [CH3:27][C:28]1[CH:29]=[N:30][CH:31]=[CH:32][C:33]=1[C:5]1[CH:10]=[CH:9][N:8]=[C:7]2[CH2:11][N:12]([CH2:15][CH2:16][C:17]3[CH:26]=[CH:25][C:24]4[C:19](=[CH:20][CH:21]=[CH:22][CH:23]=4)[N:18]=3)[C:13](=[O:14])[C:6]=12. (4) Given the reactants [C:1]([O:8][CH3:9])(=[O:7])[CH2:2][C:3]([O:5][CH3:6])=[O:4].C([O-])([O-])=O.[K+].[K+].F[C:17]1[CH:22]=[CH:21][C:20]([N+:23]([O-:25])=[O:24])=[CH:19][C:18]=1[F:26], predict the reaction product. The product is: [F:26][C:18]1[CH:19]=[C:20]([N+:23]([O-:25])=[O:24])[CH:21]=[CH:22][C:17]=1[CH:2]([C:1]([O:8][CH3:9])=[O:7])[C:3]([O:5][CH3:6])=[O:4]. (5) Given the reactants [CH2:1]([N:3]1[C:8]2[N:9]=[C:10]([S:13][CH3:14])[N:11]=[CH:12][C:7]=2[CH:6]=[C:5]([C:15]2[CH:20]=[CH:19][CH:18]=[CH:17][CH:16]=2)[C:4]1=[O:21])[CH3:2].ClC1C=CC=C(C(OO)=[O:30])C=1, predict the reaction product. The product is: [CH2:1]([N:3]1[C:8]2[N:9]=[C:10]([S:13]([CH3:14])=[O:30])[N:11]=[CH:12][C:7]=2[CH:6]=[C:5]([C:15]2[CH:16]=[CH:17][CH:18]=[CH:19][CH:20]=2)[C:4]1=[O:21])[CH3:2]. (6) Given the reactants Cl[C:2]1[N:11]=[CH:10][C:9]2[NH:8][CH2:7][CH:6]3[CH2:12][O:13][CH2:14][CH2:15][N:5]3[C:4]=2[N:3]=1.[Cl:16][C:17]1[CH:18]=[CH:19][CH:20]=[C:21]2[C:25]=1[N:24]([C:26]([O:28][C:29]([CH3:32])([CH3:31])[CH3:30])=[O:27])[CH:23]=[C:22]2B1OC(C)(C)C(C)(C)O1, predict the reaction product. The product is: [Cl:16][C:17]1[CH:18]=[CH:19][CH:20]=[C:21]2[C:25]=1[N:24]([C:26]([O:28][C:29]([CH3:32])([CH3:31])[CH3:30])=[O:27])[CH:23]=[C:22]2[C:2]1[N:11]=[CH:10][C:9]2[NH:8][CH2:7][CH:6]3[CH2:12][O:13][CH2:14][CH2:15][N:5]3[C:4]=2[N:3]=1. (7) Given the reactants Br[C:2]1[CH:3]=[C:4]([C@:10]2([CH3:21])[C@H:16]3[C@:14]([CH:17]([F:19])[F:18])([CH2:15]3)[S:13][C:12]([NH2:20])=[N:11]2)[C:5]([O:8][CH3:9])=[N:6][CH:7]=1.[N-:22]=[N+]=[N-].[Na+].CP(C)C.C1COCC1, predict the reaction product. The product is: [NH2:22][C:2]1[CH:3]=[C:4]([C@:10]2([CH3:21])[C@H:16]3[C@:14]([CH:17]([F:19])[F:18])([CH2:15]3)[S:13][C:12]([NH2:20])=[N:11]2)[C:5]([O:8][CH3:9])=[N:6][CH:7]=1. (8) Given the reactants C(P(C(C)(C)C)C(C)(C)C)(C)(C)C.Br[C:15]1[CH:22]=[CH:21][C:18]([NH:19][CH3:20])=[C:17]([N+:23]([O-:25])=[O:24])[CH:16]=1.[F:26][C:27]([F:35])([F:34])[CH:28]1[CH2:33][CH2:32][NH:31][CH2:30][CH2:29]1, predict the reaction product. The product is: [CH3:20][NH:19][C:18]1[CH:21]=[CH:22][C:15]([N:31]2[CH2:32][CH2:33][CH:28]([C:27]([F:35])([F:34])[F:26])[CH2:29][CH2:30]2)=[CH:16][C:17]=1[N+:23]([O-:25])=[O:24].